Task: Regression. Given a peptide amino acid sequence and an MHC pseudo amino acid sequence, predict their binding affinity value. This is MHC class I binding data.. Dataset: Peptide-MHC class I binding affinity with 185,985 pairs from IEDB/IMGT The peptide sequence is FTARIIIFS. The MHC is HLA-B39:01 with pseudo-sequence HLA-B39:01. The binding affinity (normalized) is 0.0847.